Dataset: Peptide-MHC class I binding affinity with 185,985 pairs from IEDB/IMGT. Task: Regression. Given a peptide amino acid sequence and an MHC pseudo amino acid sequence, predict their binding affinity value. This is MHC class I binding data. (1) The peptide sequence is GMQFDKVYL. The MHC is HLA-A03:01 with pseudo-sequence HLA-A03:01. The binding affinity (normalized) is 0. (2) The peptide sequence is GPAGYTAAL. The MHC is HLA-A69:01 with pseudo-sequence HLA-A69:01. The binding affinity (normalized) is 0.0847. (3) The peptide sequence is FPVTPQVPLR. The MHC is HLA-B07:02 with pseudo-sequence HLA-B07:02. The binding affinity (normalized) is 0.449. (4) The peptide sequence is SPVIVNGAM. The MHC is HLA-B51:01 with pseudo-sequence HLA-B51:01. The binding affinity (normalized) is 0.0847. (5) The peptide sequence is KSRCGSLGY. The MHC is HLA-B44:02 with pseudo-sequence HLA-B44:02. The binding affinity (normalized) is 0.0847. (6) The peptide sequence is EKIDIQEI. The MHC is H-2-Kb with pseudo-sequence H-2-Kb. The binding affinity (normalized) is 0.0735.